Predict the reactants needed to synthesize the given product. From a dataset of Full USPTO retrosynthesis dataset with 1.9M reactions from patents (1976-2016). (1) The reactants are: [Br:1][C:2]1[CH:3]=[C:4]([CH:9]=[CH:10][C:11]=1[CH2:12]Br)[C:5]([O:7][CH3:8])=[O:6].[C:14]([CH:18]1[CH2:23][CH2:22][CH:21]([NH2:24])[CH2:20][CH2:19]1)([CH3:17])([CH3:16])[CH3:15].C(N(CC)C(C)C)(C)C. Given the product [Br:1][C:2]1[CH:3]=[C:4]([CH:9]=[CH:10][C:11]=1[CH2:12][NH:24][CH:21]1[CH2:22][CH2:23][CH:18]([C:14]([CH3:17])([CH3:16])[CH3:15])[CH2:19][CH2:20]1)[C:5]([O:7][CH3:8])=[O:6], predict the reactants needed to synthesize it. (2) Given the product [NH2:18][C:16]1[C:17]2[C:9]([C:6]3[CH:7]=[CH:8][C:3]([NH2:2])=[C:4]([F:29])[CH:5]=3)=[CH:10][N:11]([CH:19]3[CH2:20][CH2:21][C:22](=[O:23])[CH2:27][CH2:28]3)[C:12]=2[N:13]=[CH:14][N:15]=1, predict the reactants needed to synthesize it. The reactants are: Cl.[NH2:2][C:3]1[CH:8]=[CH:7][C:6]([C:9]2[C:17]3[C:16]([NH2:18])=[N:15][CH:14]=[N:13][C:12]=3[N:11]([CH:19]3[CH2:28][CH2:27][C:22]4(OCC[O:23]4)[CH2:21][CH2:20]3)[CH:10]=2)=[CH:5][C:4]=1[F:29].CO. (3) The reactants are: Cl.N1C=CC=CC=1.[Cl:8][C:9]1[CH:14]=[CH:13][CH:12]=[CH:11][C:10]=1[C:15]1[O:16][C:17]2[C:22]([C:23](=[O:25])[CH:24]=1)=[C:21]([O:26]C)[CH:20]=[C:19]([O:28]C)[C:18]=2[C@@H:30]1[CH2:34][CH2:33][N:32]([CH3:35])[C@H:31]1[CH2:36][OH:37].C(=O)([O-])[O-].[Na+].[Na+]. Given the product [Cl:8][C:9]1[CH:14]=[CH:13][CH:12]=[CH:11][C:10]=1[C:15]1[O:16][C:17]2[C:22]([C:23](=[O:25])[CH:24]=1)=[C:21]([OH:26])[CH:20]=[C:19]([OH:28])[C:18]=2[C@@H:30]1[CH2:34][CH2:33][N:32]([CH3:35])[C@H:31]1[CH2:36][OH:37], predict the reactants needed to synthesize it. (4) Given the product [CH3:23][O:22][C:16]1[CH:15]=[C:14]([N:12]2[CH2:13][C:8]3[CH:7]=[N:6][C:5]4[N:26]([S:27]([C:30]5[CH:35]=[CH:34][CH:33]=[CH:32][CH:31]=5)(=[O:29])=[O:28])[C:2]([C:46]5[CH:45]=[CH:44][C:43]([N:40]6[CH2:41][CH2:42][N:37]([CH3:36])[CH2:38][CH2:39]6)=[CH:48][CH:47]=5)=[CH:3][C:4]=4[C:9]=3[N:10]([CH3:25])[C:11]2=[O:24])[CH:19]=[C:18]([O:20][CH3:21])[CH:17]=1, predict the reactants needed to synthesize it. The reactants are: Br[C:2]1[N:26]([S:27]([C:30]2[CH:35]=[CH:34][CH:33]=[CH:32][CH:31]=2)(=[O:29])=[O:28])[C:5]2[N:6]=[CH:7][C:8]3[CH2:13][N:12]([C:14]4[CH:19]=[C:18]([O:20][CH3:21])[CH:17]=[C:16]([O:22][CH3:23])[CH:15]=4)[C:11](=[O:24])[N:10]([CH3:25])[C:9]=3[C:4]=2[CH:3]=1.[CH3:36][N:37]1[CH2:42][CH2:41][N:40]([C:43]2[CH:48]=[CH:47][C:46](B3OC(C)(C)C(C)(C)O3)=[CH:45][CH:44]=2)[CH2:39][CH2:38]1.ClCCl.C(=O)([O-])[O-].[K+].[K+]. (5) Given the product [CH3:28][O:29][C:30]1[CH:31]=[C:32]([CH2:33][CH2:34][NH:35][CH2:24][C:22]2[CH:21]=[CH:20][CH:19]=[C:18]([CH2:17][O:16][C:9]3[C:10]4[C:15](=[CH:14][CH:13]=[CH:12][CH:11]=4)[C:6]4=[N:5][N:4]=[C:3]([C:2]([F:26])([F:1])[F:27])[N:7]4[N:8]=3)[N:23]=2)[CH:36]=[CH:37][CH:38]=1, predict the reactants needed to synthesize it. The reactants are: [F:1][C:2]([F:27])([F:26])[C:3]1[N:7]2[N:8]=[C:9]([O:16][CH2:17][C:18]3[N:23]=[C:22]([CH:24]=O)[CH:21]=[CH:20][CH:19]=3)[C:10]3[C:15]([C:6]2=[N:5][N:4]=1)=[CH:14][CH:13]=[CH:12][CH:11]=3.[CH3:28][O:29][C:30]1[CH:31]=[C:32]([CH:36]=[CH:37][CH:38]=1)[CH2:33][CH2:34][NH2:35].C(O[BH-](OC(=O)C)OC(=O)C)(=O)C.[Na+].ClC(Cl)C. (6) Given the product [CH:1]([C:3]1[CH:11]=[CH:10][CH:9]=[C:8]2[C:4]=1[CH2:5][CH2:6][C:7]2=[N:12][O:13][S:21]([C:18]1[CH:19]=[CH:20][C:15]([CH3:14])=[CH:16][CH:17]=1)(=[O:23])=[O:22])=[CH2:2], predict the reactants needed to synthesize it. The reactants are: [CH:1]([C:3]1[CH:11]=[CH:10][CH:9]=[C:8]2[C:4]=1[CH2:5][CH2:6][C:7]2=[N:12][OH:13])=[CH2:2].[CH3:14][C:15]1[CH:20]=[CH:19][C:18]([S:21](Cl)(=[O:23])=[O:22])=[CH:17][CH:16]=1.[OH-].[Na+].